This data is from Full USPTO retrosynthesis dataset with 1.9M reactions from patents (1976-2016). The task is: Predict the reactants needed to synthesize the given product. (1) Given the product [CH:1]1([CH2:4][NH:5][CH2:6][CH2:7][CH2:8][N:9]2[CH2:10][CH2:11][N:12]([CH2:15][CH2:16][CH2:17][NH:18][C:19]3[C:28]4[C:23](=[CH:24][C:25]([Cl:29])=[CH:26][CH:27]=4)[N:22]=[CH:21][CH:20]=3)[CH2:13][CH2:14]2)[CH2:3][CH2:2][CH2:39][CH2:38][CH2:30]1, predict the reactants needed to synthesize it. The reactants are: [CH:1]1([CH2:4][NH:5][CH2:6][CH2:7][CH2:8][N:9]2[CH2:14][CH2:13][N:12]([CH2:15][CH2:16][CH2:17][NH:18][C:19]3[C:28]4[C:23](=[CH:24][C:25]([Cl:29])=[CH:26][CH:27]=4)[N:22]=[CH:21][CH:20]=3)[CH2:11][CH2:10]2)[CH2:3][CH2:2]1.[CH2:30](Cl)Cl.C(N([CH2:38][CH3:39])CC)C.[BH4-].[Na+]. (2) Given the product [F:7][C:8]1[CH:13]=[CH:12][CH:11]=[C:10]([F:14])[C:9]=1[CH2:15][CH2:16][CH2:17][OH:18], predict the reactants needed to synthesize it. The reactants are: [H-].[H-].[H-].[H-].[Li+].[Al+3].[F:7][C:8]1[CH:13]=[CH:12][CH:11]=[C:10]([F:14])[C:9]=1[CH2:15][CH2:16][C:17](OCC)=[O:18].C(C(C(C([O-])=O)O)O)([O-])=O.[Na+].[K+].